From a dataset of Drug-target binding data from BindingDB using IC50 measurements. Regression. Given a target protein amino acid sequence and a drug SMILES string, predict the binding affinity score between them. We predict pIC50 (pIC50 = -log10(IC50 in M); higher means more potent). Dataset: bindingdb_ic50. (1) The target protein (Q99N23) has sequence MWALDFLLSFLLIQLAAQVDSSGTWCYDSQDPKCGPAHWKELAPACGGPTQSPINIDLRLVQRDYTLKPFIFQGYDSAPQDPWVLENDGHTVLLRVNSCQQNCPAIRGAGLPSPEYRLLQLHFHWGSPGHQGSEHSLDEKHGSMEMHMVHMNTKYQSMEDARSQPDGFAILAVLLVEEDRDNTNFSAIVSGLKNLSSPGVAVNLTSTFALASLLPSALRLLRYYRYSGSLTTPGCEPAVLWTVFENTVPIGHAQVVQFQAVLQTGPPGLHPRPLTSNFRPQQPLGGRRISASPEASVRSSVSTLPCLHLALVGLGVGLRLWQGP. The pIC50 is 4.0. The drug is COc1cc(O)c(/C=C\C(=O)O)cc1[C@@H](O)CC(C)C. (2) The drug is COc1ccccc1N1CCN(CCCCc2ccc3c(c2)sc(=O)n3C)CC1. The target protein (P18130) has sequence MVFLSGNASDSSNCTHPPPPVNISKAILLGVILGGLILFGVLGNILVILSVACHRHLHSVTHYYIVNLAVADLLLTSTVLPFSAIFEILGYWAFGRVFCNVWAAVDVLCCTASIMGLCIISIDRYIGVSYPLRYPTIVTQKRGLMALLCVWALSLVISIGPLFGWRQPAPEDETICQINEEPGYVLFSALGSFYVPLTIILVMYCRVYVVAKRESRGLKSGLKTDKSDSEQVTLRIHRKNAQVGGSGVTSAKNKTHFSVRLLKFSREKKAAKTLGIVVGCFVLCWLPFFLVMPIGSFFPDFRPSETVFKIAFWLGYLNSCINPIIYPCSSQEFKKAFQNVLRIQCLRRKQSSKHTLGYTLHAPSHVLEGQHKDLVRIPVGSAETFYKISKTDGVCEWKIFSSLPRGSARMAVARDPSACTTARVRSKSFLQVCCCLGPSTPSHGENHQIPTIKIHTISLSENGEEV. The pIC50 is 7.5. (3) The small molecule is Cc1[nH]nc2c1C(c1cc(F)cc(N3CCC(CC(=O)O)CC3)c1)(C(C)C)C(C#N)=C(N)O2. The target protein sequence is MFNNDPLQKYDKELFDLLEKEKNRQIETINLIASENLTNTAVRECLGDRISNKYSEGYPHKRYYGGNDYVDKIEELCYKRALEAFNVSEEEWGVNVQPLSGSAANVQALYALVGVKGKIMGMHLCSGGHLTHGFFDEKKKVSITSDLFESKLYKCNSEGYVDMESVRNLALSFQPKVIICGYTSYPRDIDYKGFREICDEVNAYLFADISHISSFVACNLLNNPFTYADVVTTTTHKILRGPRSALIFFNKKRNPGIDQKINSSVFPSFQGGPHNNKIAAVACQLKEVNTPFFKEYTKQVLLNSKALAECLLKRNLDLVTNGTDNHLIVVDLRKYNITGSKLQETCNAINIALNKNTIPSDVDCVSPSGIRIGTPALTTRGCKEKDMEFIADMLLKAILLTDELQQKYGKKLVDFKKGLVNNPKIDELKKEVVQWAKNLPFA. The pIC50 is 7.0. (4) The compound is Cc1occc1C(=O)N/N=C/c1ccc(O)c(O)c1. The target protein sequence is MMNVILFLTLSNIFVFNSAQHQINLLSEIVQSRCTQWKVEHGATNISCSEIWNSFESILLSTHTKSACVMKSGLFDDFVYQLFELEQQQQQRHHTIQTEQYFHSQVMNIIRGMCKRLGVCRSLETTFPGYLFDELNWCNGSLTGNTKYGTVCGCDYKSNVVHAFWQSASAEYARRASGNIFVVLNGSVKAPFNENKTFGKIELPLLKHPRVQQLTVKLVHSLEDVNNRQTCESWSLQELANKLNSVHIPFRCIDDPLEFRHYQCIENPGKQLCQFSASTRSNVETLLILFPLVICLTFYTSMNHHHHHH. The pIC50 is 4.1. (5) The compound is NCc1ccc(-c2cc3c(cc2F)c(=O)c2c(=O)[nH]sc2n3C2CC2)cn1. The target protein (P0C1U9) has sequence MSEIIQDLSLEDVLGDRFGRYSKYIIQERALPDVRDGLKPVQRRILYAMYSSGNTHDKNFRKSAKTVGDVIGQYHPHGDFSVYKAMVRLSQDWKLRHVLIEMHGNNGSIDNDPPAAMRYTEAKLSLLAEELLRDINKETVSFIPNYDDTTLEPMVLPSRFPNLLVNGSTGISAGYATDIPPHNLAEVIQATLKYIDNPDITVNQLMKYIKGPDFPTGGIIQGIDGIKKAYESGKGRIIVRSKVEEETLRNGRKQLIITEIPYEVNKSSLVKRIDELRADKKVDGIVEVRDETDRTGLRIAIELKKDVNSESIKNYLYKNSDLQISYNFNMVAISDGRPKLMGIRQIIDSYLNHQIEVVANRTKFELDNAEKRMHIVEGLIKALSILDKVIELIRSSKNKRDAKENLIEVFEFTEEQAEAIVMLQLYRLTNTDIVALEGEHKELEALIKQLRHILDNHDALLNVIKEELNEIKKKFKSERLSLIEAEIEEIKIDKEVMVPS.... The pIC50 is 6.2. (6) The drug is O=C(Nc1cccc(Nc2ccc3c(c2)NC(=O)/C3=C\c2ccc[nH]2)c1)Nc1cccc(C(F)(F)F)c1. The target protein (Q78DX7) has sequence MKNICWLTLKLVKFVVLGCIIWISVAQSTVLSSCLTSCVTNLGRQLDSGTRYNLSEACIHGCQFWNSVDQETCALKCNDTYATICERESCEVGCSNAEGSYEEEVLESTELPTAPFASSIGSHGVTLRWNPANISGVKYIIQWKYAQLPGSWTFTETVSKLSYTVEPLHPFTEYIFRVVWIFTAQLHLYSPPSPSYRTHPYGVPETAPLILNMESWSPDTVEVSWAPPHFPGGPILGYNLRLISKNQKLDSGTQRTSFQFYSTLPNTTYRFSIAAVNEVGEGPEAESTVTTPSPSVQEEEQWLFLSRKTSLRKRSLKYLVDEAHCLWSDAIHHNITGISVYAQQQVVYFSEGTVIWMKGAANMSDVSDLRIFYQGSGLVSSISIDWLYQRMYFIMDKLVYVCELKNCSNLEEITPFSLIAPQKVVVDSYNGYLFYLLRDGIYRVNLPLPSGRDTKAVRIVESGTLKDFAVKPQSKRIIYFNDTMQLFMSTFLDGSAFHRV.... The pIC50 is 5.7. (7) The small molecule is [NH2+]=c1ccn(Cc2ccc(/C=C\c3ccc(Cn4ccc(=[NH2+])c5ccccc54)cc3)cc2)c2ccccc12. The target protein (P70604) has sequence MSSCRYNGGVMRPLSNLSSSRRNLHEMDSEAQPLQPPASVVGGGGGASSPSAAAAASSSAPEIVVSKPEHNNSNNLALYGTGGGGSTGGGGGGGGGGGGSGHGSSSGTKSSKKKNQNIGYKLGHRRALFEKRKRLSDYALIFGMFGIVVMVIETELSWGAYDKASLYSLALKCLISLSTIILLGLIIVYHAREIQLFMVDNGADDWRIAMTYERIFFICLEILVCAIHPIPGNYTFTWTARLAFSYAPSTTTADVDIILSIPMFLRLYLIARVMLLHSKLFTDASSRSIGALNKINFNTRFVMKTLMTICPGTVLLVFSISLWIIAAWTVRACERYHDQQDVTSNFLGAMWLISITFLSIGYGDMVPNTYCGKGVCLLTGIMGAGCTALVVAVVARKLELTKAEKHVHNFMMDTQLTKRVKNAAANVLRETWLIYKNTKLVKKIDHAKVRKHQRKFLQAIHQLRSVKMEQRKLNDQANTLVDLAKTQNIMYDMISDLNER.... The pIC50 is 6.7. (8) The compound is O=C([O-])COc1cccc(CN2CCC[C@@H]2c2nc(-c3ccccc3)c(-c3ccccc3)o2)c1. The target protein (P43253) has sequence MVASGGRPDGPPSITPESPLIVGGREWQGMAGSCWNITYVQDSVGPATSTLMFVAGVVGNGLALGILGARRRSHPSAFAVLVTGLAVTDLLGTCFLSPAVFVAYARNSSLLGLAHGGTMLCDTFAFAMTFFGLASTLILFAMAVERCLALSHPYLYAQLDGPRCARLALPAIYAFCCLFCSLPLLGLGEHQQYCPGSWCFIRMRSPQPGGCAFSLAYASLMALLVTSIFFCNGSVTLSLCHMYRQQRRHHGSFVPTSRAREDEVYHLILLALMTGIMAVCSLPLTIRGFTQAIAPDSREMGDLHAFRFNAFNPILDPWVFILFRKAVFQRLKFWLCCLCARSVHGDLQTPLSRPVSGRRDTLAPDSLQAKEGNWVPLSTWGTGQVAPLTAVPLSGGDGCSVGMPSKTEAVVACSLC. The pIC50 is 6.2.